This data is from Full USPTO retrosynthesis dataset with 1.9M reactions from patents (1976-2016). The task is: Predict the reactants needed to synthesize the given product. Given the product [CH2:15]([O:14][C:11]1[N:10]=[C:9]2[S:22][C:6]([C:4]([OH:5])=[O:3])=[C:7]([O:23][CH2:24][C:25]([OH:27])=[O:26])[C:8]2=[CH:13][CH:12]=1)[C:16]1[CH:17]=[CH:18][CH:19]=[CH:20][CH:21]=1, predict the reactants needed to synthesize it. The reactants are: C([O:3][C:4]([C:6]1[S:22][C:9]2=[N:10][C:11]([O:14][CH2:15][C:16]3[CH:21]=[CH:20][CH:19]=[CH:18][CH:17]=3)=[CH:12][CH:13]=[C:8]2[C:7]=1[O:23][CH2:24][C:25]([O:27]C(C)(C)C)=[O:26])=[O:5])C.O.O[Li].O.